This data is from Full USPTO retrosynthesis dataset with 1.9M reactions from patents (1976-2016). The task is: Predict the reactants needed to synthesize the given product. (1) Given the product [NH2:7][C@@H:8]([CH2:9][C:10]1[CH:15]=[CH:14][CH:13]=[C:12]([CH2:16][N:17]2[CH2:21][C:20](=[O:22])[N:19]([CH2:23][C:24]3[CH:29]=[CH:28][C:27]([O:30][CH3:31])=[CH:26][CH:25]=3)[S:18]2(=[O:32])=[O:33])[CH:11]=1)[C:34]([NH:35][CH2:36][CH2:37][CH2:38][CH2:39][CH3:40])=[O:41], predict the reactants needed to synthesize it. The reactants are: C(OC(=O)[NH:7][C@H:8]([C:34](=[O:41])[NH:35][CH2:36][CH2:37][CH2:38][CH2:39][CH3:40])[CH2:9][C:10]1[CH:15]=[CH:14][CH:13]=[C:12]([CH2:16][N:17]2[CH2:21][C:20](=[O:22])[N:19]([CH2:23][C:24]3[CH:29]=[CH:28][C:27]([O:30][CH3:31])=[CH:26][CH:25]=3)[S:18]2(=[O:33])=[O:32])[CH:11]=1)(C)(C)C.C(O)(C(F)(F)F)=O. (2) Given the product [N:8]([C@@H:6]([CH3:7])[CH2:5][CH2:4][O:3][CH3:2])=[C:16]=[S:17], predict the reactants needed to synthesize it. The reactants are: Cl.[CH3:2][O:3][CH2:4][CH2:5][C@@H:6]([NH2:8])[CH3:7].C(N(CC)CC)C.[C:16](N1C=CN=C1)(N1C=CN=C1)=[S:17].Cl. (3) Given the product [CH3:9][O:8][C:5]1[N:4]=[CH:3][C:2](/[CH:12]=[CH:11]/[C:10]([O:14][CH3:15])=[O:13])=[CH:7][N:6]=1, predict the reactants needed to synthesize it. The reactants are: Br[C:2]1[CH:3]=[N:4][C:5]([O:8][CH3:9])=[N:6][CH:7]=1.[C:10]([O:14][CH3:15])(=[O:13])[CH:11]=[CH2:12].C(N(CC)CC)C. (4) Given the product [NH2:45][C:39]1[O:40][CH2:41][C:42]([F:43])([F:44])[C@:37]([C:35]2[CH:36]=[C:31]([NH:30][C:8]([C:5]3[CH:4]=[N:3][C:2]([Cl:1])=[CH:7][N:6]=3)=[O:10])[CH:32]=[CH:33][C:34]=2[F:47])([CH3:46])[N:38]=1, predict the reactants needed to synthesize it. The reactants are: [Cl:1][C:2]1[N:3]=[CH:4][C:5]([C:8]([OH:10])=O)=[N:6][CH:7]=1.O.[Cl-].COC1N=C(OC)N=C([N+]2(C)CCOCC2)N=1.[NH2:30][C:31]1[CH:32]=[CH:33][C:34]([F:47])=[C:35]([C@:37]2([CH3:46])[C:42]([F:44])([F:43])[CH2:41][O:40][C:39]([NH2:45])=[N:38]2)[CH:36]=1.C([O-])(O)=O.[Na+]. (5) Given the product [Br:16][C:9]1[CH:10]=[CH:11][C:12]2[C:13]3[C:4](=[CH:3][C:2]([Br:1])=[CH:15][CH:14]=3)[C:5]([CH3:18])=[C:6]([CH3:23])[C:7]=2[CH:8]=1, predict the reactants needed to synthesize it. The reactants are: [Br:1][C:2]1[CH:15]=[CH:14][C:13]2[C:12]3[C:7](=[CH:8][C:9]([Br:16])=[CH:10][CH:11]=3)[CH:6](O)[C:5](C)([CH3:18])[C:4]=2[CH:3]=1.II.Br.[C:23](O)(=O)C. (6) Given the product [CH3:1][C:2]1([CH3:12])[O:3][C@H:4]2[C@H:41]([OH:17])[C@H:39]([OH:43])[CH2:42][O:11][C@H:5]2[CH2:6][O:44]1, predict the reactants needed to synthesize it. The reactants are: [CH3:1][C:2]1([CH3:12])O[C@H:6]2C=CC[O:11][C@H:5]2[CH2:4][O:3]1.C[N+]1([O-])CC[O:17]CC1.S(S([O-])=O)([O-])=O.[Na+].[Na+].[O-][Si]([O-])=O.[Mg+2].C1COCC1.[C:39]([OH:43])([CH3:42])([CH3:41])C.[OH2:44]. (7) Given the product [CH3:19][N:20]1[C:3](=[O:18])[CH2:4][C@@:5]2([C:13]3[C:8](=[CH:9][CH:10]=[C:11]([N+:14]([O-:16])=[O:15])[CH:12]=3)[CH2:7][CH2:6]2)[N:17]=[C:21]1[NH:23][C:24](=[O:30])[O:25][C:26]([CH3:28])([CH3:27])[CH3:29], predict the reactants needed to synthesize it. The reactants are: CO[C:3](=[O:18])[CH2:4][C@:5]1([NH2:17])[C:13]2[C:8](=[CH:9][CH:10]=[C:11]([N+:14]([O-:16])=[O:15])[CH:12]=2)[CH2:7][CH2:6]1.[CH3:19][NH:20][C:21]([NH:23][C:24](=[O:30])[O:25][C:26]([CH3:29])([CH3:28])[CH3:27])=S. (8) Given the product [CH2:23]([N:30]1[CH2:35][CH2:34][O:33][CH:32]([CH2:14][C:15]2[CH:20]=[CH:19][CH:18]=[C:17]([CH3:21])[CH:16]=2)[C:31]1=[O:36])[C:24]1[CH:25]=[CH:26][CH:27]=[CH:28][CH:29]=1, predict the reactants needed to synthesize it. The reactants are: C(N1CCO[C@H]([CH2:14][C:15]2[CH:20]=[CH:19][CH:18]=[C:17]([CH2:21]O)[CH:16]=2)C1)(OC(C)(C)C)=O.[CH2:23]([N:30]1[CH2:35][CH2:34][O:33][CH2:32][C:31]1=[O:36])[C:24]1[CH:29]=[CH:28][CH:27]=[CH:26][CH:25]=1.CC1C=C(C=CC=1)CBr. (9) The reactants are: Cl[C:2]1[CH:7]=[C:6]([F:8])[CH:5]=[CH:4][C:3]=1[N:9]1[CH2:14][CH2:13][N:12]([C:15]([C:17]2[CH:22]=[CH:21][CH:20]=[C:19]([Cl:23])[C:18]=2[Cl:24])=[O:16])[CH2:11][C:10]1=[O:25].FC1C=C[C:30](N2CCNCC2=O)=[C:29]([O:40]C(C)C)[CH:28]=1. Given the product [Cl:24][C:18]1[C:19]([Cl:23])=[CH:20][CH:21]=[CH:22][C:17]=1[C:15]([N:12]1[CH2:13][CH2:14][N:9]([C:3]2[CH:4]=[CH:5][C:6]([F:8])=[CH:7][C:2]=2[O:40][CH:29]([CH3:30])[CH3:28])[C:10](=[O:25])[CH2:11]1)=[O:16], predict the reactants needed to synthesize it. (10) Given the product [CH3:18][S:19]([O:10][CH2:9][C:3]1[C:2]([F:1])=[CH:7][C:6]([F:8])=[CH:5][N:4]=1)(=[O:21])=[O:20], predict the reactants needed to synthesize it. The reactants are: [F:1][C:2]1[C:3]([CH2:9][OH:10])=[N:4][CH:5]=[C:6]([F:8])[CH:7]=1.C(N(CC)CC)C.[CH3:18][S:19](Cl)(=[O:21])=[O:20].